Dataset: Catalyst prediction with 721,799 reactions and 888 catalyst types from USPTO. Task: Predict which catalyst facilitates the given reaction. Reactant: Cl[CH2:2][C:3]([C:5]1[CH:6]=[CH:7][C:8]2[O:13][CH2:12][C:11](=[O:14])[NH:10][C:9]=2[CH:15]=1)=O.[NH2:16][N:17]1[CH:21]=[N:20][N:19]=[C:18]1[SH:22].C(O)C.C(=O)([O-])[O-].[K+].[K+]. Product: [N:19]1[N:20]=[CH:21][N:17]2[N:16]=[C:3]([C:5]3[CH:6]=[CH:7][C:8]4[O:13][CH2:12][C:11](=[O:14])[NH:10][C:9]=4[CH:15]=3)[CH2:2][S:22][C:18]=12. The catalyst class is: 442.